From a dataset of NCI-60 drug combinations with 297,098 pairs across 59 cell lines. Regression. Given two drug SMILES strings and cell line genomic features, predict the synergy score measuring deviation from expected non-interaction effect. (1) Drug 2: CNC(=O)C1=CC=CC=C1SC2=CC3=C(C=C2)C(=NN3)C=CC4=CC=CC=N4. Cell line: NCI-H322M. Synergy scores: CSS=1.04, Synergy_ZIP=1.32, Synergy_Bliss=5.26, Synergy_Loewe=2.65, Synergy_HSA=2.58. Drug 1: CC(C1=C(C=CC(=C1Cl)F)Cl)OC2=C(N=CC(=C2)C3=CN(N=C3)C4CCNCC4)N. (2) Drug 1: COC1=CC(=CC(=C1O)OC)C2C3C(COC3=O)C(C4=CC5=C(C=C24)OCO5)OC6C(C(C7C(O6)COC(O7)C8=CC=CS8)O)O. Drug 2: COCCOC1=C(C=C2C(=C1)C(=NC=N2)NC3=CC=CC(=C3)C#C)OCCOC.Cl. Cell line: KM12. Synergy scores: CSS=27.5, Synergy_ZIP=2.18, Synergy_Bliss=5.32, Synergy_Loewe=-7.11, Synergy_HSA=4.59.